This data is from Forward reaction prediction with 1.9M reactions from USPTO patents (1976-2016). The task is: Predict the product of the given reaction. (1) Given the reactants [C:1]1([C:20]2[CH:25]=[CH:24][CH:23]=[CH:22][CH:21]=2)[CH:6]=[CH:5][C:4]([O:7][CH2:8][CH2:9][CH2:10][CH2:11][CH2:12][CH:13]([OH:19])[C:14]([O:16][CH2:17][CH3:18])=[O:15])=[CH:3][CH:2]=1.C1C=C[NH+]=CC=1.C1C=C[NH+]=CC=1.[O-][Cr](O[Cr]([O-])(=O)=O)(=O)=O, predict the reaction product. The product is: [C:1]1([C:20]2[CH:21]=[CH:22][CH:23]=[CH:24][CH:25]=2)[CH:2]=[CH:3][C:4]([O:7][CH2:8][CH2:9][CH2:10][CH2:11][CH2:12][C:13](=[O:19])[C:14]([O:16][CH2:17][CH3:18])=[O:15])=[CH:5][CH:6]=1. (2) Given the reactants [Na].Cl[C:3]1[CH:8]=[C:7]([C:9]([C:11]2[CH:20]=[C:19]([CH3:21])[C:14]3[NH:15][C:16](=[O:18])[O:17][C:13]=3[CH:12]=2)=[O:10])[CH:6]=[C:5]([Cl:22])[N:4]=1.[C:23](=[O:26])([O-])O.[Na+], predict the reaction product. The product is: [CH2:23]([O:26][C:3]1[CH:8]=[C:7]([C:9]([C:11]2[CH:20]=[C:19]([CH3:21])[C:14]3[NH:15][C:16](=[O:18])[O:17][C:13]=3[CH:12]=2)=[O:10])[CH:6]=[C:5]([Cl:22])[N:4]=1)[C:11]1[CH:20]=[CH:19][CH:14]=[CH:13][CH:12]=1. (3) Given the reactants [NH2:1][C:2]1[S:3][C:4]2[CH:10]=[C:9]([O:11][C:12]3[CH:13]=[C:14]([CH:28]=[CH:29][CH:30]=3)[C:15]([NH:17][C:18]3[CH:23]=[CH:22][C:21]([C:24]([F:27])([F:26])[F:25])=[CH:20][CH:19]=3)=[O:16])[CH:8]=[CH:7][C:5]=2[N:6]=1.[CH:31]1([C:34](Cl)=[O:35])[CH2:33][CH2:32]1.C(N(C(C)C)C(C)C)C.O, predict the reaction product. The product is: [CH:31]1([C:34]([NH:1][C:2]2[S:3][C:4]3[CH:10]=[C:9]([O:11][C:12]4[CH:13]=[C:14]([CH:28]=[CH:29][CH:30]=4)[C:15]([NH:17][C:18]4[CH:19]=[CH:20][C:21]([C:24]([F:27])([F:25])[F:26])=[CH:22][CH:23]=4)=[O:16])[CH:8]=[CH:7][C:5]=3[N:6]=2)=[O:35])[CH2:33][CH2:32]1. (4) Given the reactants N1(O[P+](N(C)C)(N(C)C)N(C)C)C2C=CC=CC=2N=N1.F[P-](F)(F)(F)(F)F.[Cl:28][C:29]1[CH:34]=[CH:33][C:32]([C:35]2[N:39]([C:40]3[CH:45]=[CH:44][C:43]([Cl:46])=[CH:42][C:41]=3[Cl:47])[N:38]=[C:37]([C:48]([OH:50])=O)[C:36]=2[CH3:51])=[CH:31][CH:30]=1.[NH2:52][CH:53]1[CH2:58][CH2:57][N:56]([C:59]([O:61][C:62]([CH3:65])([CH3:64])[CH3:63])=[O:60])[CH2:55][CH2:54]1.C(N(CC)CC)C, predict the reaction product. The product is: [Cl:28][C:29]1[CH:30]=[CH:31][C:32]([C:35]2[N:39]([C:40]3[CH:45]=[CH:44][C:43]([Cl:46])=[CH:42][C:41]=3[Cl:47])[N:38]=[C:37]([C:48]([NH:52][CH:53]3[CH2:54][CH2:55][N:56]([C:59]([O:61][C:62]([CH3:65])([CH3:64])[CH3:63])=[O:60])[CH2:57][CH2:58]3)=[O:50])[C:36]=2[CH3:51])=[CH:33][CH:34]=1. (5) The product is: [Cl:26][C:24]1[CH:23]=[CH:22][C:21]([O:27][CH2:28][C:29]2[CH:30]=[CH:31][CH:32]=[CH:33][CH:34]=2)=[C:20]([C:15]2[N:14]([C:12]3[CH:13]=[C:5]([C:3]([OH:4])=[O:2])[C:6]4[CH:7]=[CH:8][NH:9][C:10]=4[CH:11]=3)[C:18]([CH3:19])=[CH:17][CH:16]=2)[CH:25]=1. Given the reactants C[O:2][C:3]([C:5]1[C:6]2[CH:7]=[CH:8][NH:9][C:10]=2[CH:11]=[C:12]([N:14]2[C:18]([CH3:19])=[CH:17][CH:16]=[C:15]2[C:20]2[CH:25]=[C:24]([Cl:26])[CH:23]=[CH:22][C:21]=2[O:27][CH2:28][C:29]2[CH:34]=[CH:33][CH:32]=[CH:31][CH:30]=2)[CH:13]=1)=[O:4], predict the reaction product.